Dataset: Full USPTO retrosynthesis dataset with 1.9M reactions from patents (1976-2016). Task: Predict the reactants needed to synthesize the given product. Given the product [C:1]([O:5][C:6](=[O:7])[NH:8][C:9]1([C:13](=[O:15])[NH:25][C:22]2([C:17]3[CH:18]=[CH:19][CH:20]=[CH:21][N:16]=3)[CH2:24][CH2:23]2)[CH2:10][O:11][CH2:12]1)([CH3:2])([CH3:3])[CH3:4], predict the reactants needed to synthesize it. The reactants are: [C:1]([O:5][C:6]([NH:8][C:9]1([C:13]([OH:15])=O)[CH2:12][O:11][CH2:10]1)=[O:7])([CH3:4])([CH3:3])[CH3:2].[N:16]1[CH:21]=[CH:20][CH:19]=[CH:18][C:17]=1[C:22]1([NH2:25])[CH2:24][CH2:23]1.CN(C(ON1N=NC2C=CC=NC1=2)=[N+](C)C)C.F[P-](F)(F)(F)(F)F.C(N(CC)CC)C.